The task is: Predict which catalyst facilitates the given reaction.. This data is from Catalyst prediction with 721,799 reactions and 888 catalyst types from USPTO. (1) Reactant: [H-].[Na+].[C:3]([O:11][CH2:12][CH3:13])(=[O:10])[CH2:4][C:5]([O:7][CH2:8][CH3:9])=[O:6].[Br:14][C:15]([F:23])([F:22])[C:16]([F:21])([F:20])[CH2:17][CH2:18]I.Cl. Product: [CH2:12]([O:11][C:3](=[O:10])[CH:4]([CH2:18][CH2:17][C:16]([F:21])([F:20])[C:15]([Br:14])([F:23])[F:22])[C:5]([O:7][CH2:8][CH3:9])=[O:6])[CH3:13]. The catalyst class is: 9. (2) Reactant: [CH3:1][O:2][C:3]1[CH:10]=[CH:9][C:6]([CH2:7]Cl)=[CH:5][CH:4]=1.[Br:11][C:12]1[CH:17]=[C:16]([Br:18])[CH:15]=[CH:14][C:13]=1[OH:19].C(=O)([O-])[O-].[K+].[K+].C(=O)([O-])[O-].[Cs+].[Cs+]. Product: [Br:11][C:12]1[CH:17]=[C:16]([Br:18])[CH:15]=[CH:14][C:13]=1[O:19][CH2:7][C:6]1[CH:9]=[CH:10][C:3]([O:2][CH3:1])=[CH:4][CH:5]=1. The catalyst class is: 18.